Dataset: Catalyst prediction with 721,799 reactions and 888 catalyst types from USPTO. Task: Predict which catalyst facilitates the given reaction. Reactant: [CH3:1][C:2]1[C:6]([S:7](Cl)(=[O:9])=[O:8])=[C:5]([CH3:11])[O:4][N:3]=1.[NH3:12].CO. Product: [CH3:1][C:2]1[C:6]([S:7]([NH2:12])(=[O:9])=[O:8])=[C:5]([CH3:11])[O:4][N:3]=1. The catalyst class is: 1.